From a dataset of Forward reaction prediction with 1.9M reactions from USPTO patents (1976-2016). Predict the product of the given reaction. (1) Given the reactants [CH3:1][C:2]1[S:3][CH:4]=[C:5]([C:7](=[N:9][OH:10])[NH2:8])[N:6]=1.[Cl:11][C:12]1[CH:16]=[CH:15][S:14][C:13]=1[C:17](Cl)=O, predict the reaction product. The product is: [Cl:11][C:12]1[CH:16]=[CH:15][S:14][C:13]=1[C:17]1[O:10][N:9]=[C:7]([C:5]2[N:6]=[C:2]([CH3:1])[S:3][CH:4]=2)[N:8]=1. (2) Given the reactants [F:1][C:2]1[CH:7]=[CH:6][CH:5]=[C:4]([F:8])[C:3]=1[C:9]1[C:18]2[CH:17]=[C:16]([CH2:19][OH:20])[CH:15]=[CH:14][C:13]=2[C:12]2[N:21](COCC[Si](C)(C)C)[N:22]=[C:23]([NH:24][CH:25]3[CH2:30][CH2:29][N:28]([S:31]([CH3:34])(=[O:33])=[O:32])[CH2:27][CH2:26]3)[C:11]=2[N:10]=1.C(O)(C(F)(F)F)=O.N, predict the reaction product. The product is: [F:8][C:4]1[CH:5]=[CH:6][CH:7]=[C:2]([F:1])[C:3]=1[C:9]1[C:18]2[CH:17]=[C:16]([CH2:19][OH:20])[CH:15]=[CH:14][C:13]=2[C:12]2[NH:21][N:22]=[C:23]([NH:24][CH:25]3[CH2:30][CH2:29][N:28]([S:31]([CH3:34])(=[O:32])=[O:33])[CH2:27][CH2:26]3)[C:11]=2[N:10]=1. (3) Given the reactants [F:1][C:2]1[CH:3]=[C:4]([CH:7]=[CH:8][CH:9]=1)[CH2:5][OH:6].[C:10]1([P:16]([C:23]2[CH:28]=[CH:27][CH:26]=[CH:25][CH:24]=2)[C:17]2[CH:22]=[CH:21][CH:20]=[CH:19][CH:18]=2)[CH:15]=[CH:14][CH:13]=[CH:12][CH:11]=1.[CH3:29][O:30][C:31]([C@H:33]1[CH2:37][C:36](=[O:38])[N:35]([C:39]2[CH:44]=[CH:43][C:42](O)=[CH:41][CH:40]=2)[CH2:34]1)=[O:32].[N:46]([C:54]([O:56][CH:57]([CH3:59])[CH3:58])=[O:55])=[N:47][C:48]([O:50][CH:51]([CH3:53])[CH3:52])=[O:49].C1(P(=O)(C2C=CC=CC=2)C2C=CC=CC=2)C=CC=CC=1, predict the reaction product. The product is: [CH3:29][O:30][C:31]([C@H:33]1[CH2:37][C:36](=[O:38])[N:35]([C:39]2[CH:44]=[CH:43][C:42]([O:6][CH2:5][C:4]3[CH:7]=[CH:8][CH:9]=[C:2]([F:1])[CH:3]=3)=[CH:41][CH:40]=2)[CH2:34]1)=[O:32].[C:23]1([P:16]([C:10]2[CH:11]=[CH:12][CH:13]=[CH:14][CH:15]=2)[C:17]2[CH:22]=[CH:21][CH:20]=[CH:19][CH:18]=2)[CH:24]=[CH:25][CH:26]=[CH:27][CH:28]=1.[NH:46]([C:54]([O:56][CH:57]([CH3:59])[CH3:58])=[O:55])[NH:47][C:48]([O:50][CH:51]([CH3:52])[CH3:53])=[O:49].